This data is from Reaction yield outcomes from USPTO patents with 853,638 reactions. The task is: Predict the reaction yield, written as a fraction of the theoretical maximum amount of product (1.0 means a 100% yield; for example, 0.34 means a 34% yield). (1) The reactants are [Cl:1][C:2]1[CH:7]=[CH:6][C:5]([C:8](=[O:23])[CH2:9][CH2:10][C:11]([C:13]2[CH:18]=[CH:17][C:16]([Cl:19])=[C:15]([N+:20]([O-:22])=[O:21])[CH:14]=2)=[O:12])=[CH:4][C:3]=1[N+:24]([O-:26])=[O:25].[BH4-].[Na+]. The catalyst is C(O)C. The product is [Cl:1][C:2]1[CH:7]=[CH:6][C:5]([CH:8]([OH:23])[CH2:9][CH2:10][CH:11]([C:13]2[CH:18]=[CH:17][C:16]([Cl:19])=[C:15]([N+:20]([O-:22])=[O:21])[CH:14]=2)[OH:12])=[CH:4][C:3]=1[N+:24]([O-:26])=[O:25]. The yield is 0.830. (2) The reactants are C1(C)C=CC(S(O)(=O)=O)=CC=1.[CH:12]1([O:17][C:18](=[O:25])[C@@H:19]([NH2:24])[CH2:20][CH:21]([CH3:23])[CH3:22])[CH2:16][CH2:15][CH2:14][CH2:13]1. The catalyst is C(Cl)Cl.C([O-])(O)=O.[Na+]. The product is [CH:12]1([O:17][C:18](=[O:25])[C@@H:19]([NH2:24])[CH2:20][CH:21]([CH3:22])[CH3:23])[CH2:13][CH2:14][CH2:15][CH2:16]1. The yield is 0.800. (3) The reactants are [F:1][C:2]1[CH:7]=[CH:6][C:5]([F:8])=[CH:4][C:3]=1[C@H:9]1[CH2:13][CH2:12][CH2:11][N:10]1[C:14]1[CH:19]=[CH:18][N:17]2[N:20]=[CH:21][C:22]([NH:23][C:24]([N:26]3[CH2:30][CH2:29][C@H:28]([OH:31])[CH2:27]3)=[O:25])=[C:16]2[N:15]=1.[S:32](=[O:36])(=[O:35])([OH:34])[OH:33]. The catalyst is CO. The product is [S:32]([OH:36])([OH:35])(=[O:34])=[O:33].[F:1][C:2]1[CH:7]=[CH:6][C:5]([F:8])=[CH:4][C:3]=1[C@H:9]1[CH2:13][CH2:12][CH2:11][N:10]1[C:14]1[CH:19]=[CH:18][N:17]2[N:20]=[CH:21][C:22]([NH:23][C:24]([N:26]3[CH2:30][CH2:29][C@H:28]([OH:31])[CH2:27]3)=[O:25])=[C:16]2[N:15]=1. The yield is 0.940. (4) The yield is 0.190. The catalyst is O1CCOCC1.C1C=CC([P]([Pd]([P](C2C=CC=CC=2)(C2C=CC=CC=2)C2C=CC=CC=2)([P](C2C=CC=CC=2)(C2C=CC=CC=2)C2C=CC=CC=2)[P](C2C=CC=CC=2)(C2C=CC=CC=2)C2C=CC=CC=2)(C2C=CC=CC=2)C2C=CC=CC=2)=CC=1. The product is [OH:21][C:3]1[C:4]([C:12]([NH:14][CH2:15][C:16]([O:18][CH2:19][CH3:20])=[O:17])=[O:13])=[C:5]2[C:10](=[CH:11][C:2]=1[C:25]1[S:26][CH:27]=[C:23]([CH3:22])[N:24]=1)[N:9]=[CH:8][CH:7]=[N:6]2. The reactants are Br[C:2]1[CH:11]=[C:10]2[C:5]([N:6]=[CH:7][CH:8]=[N:9]2)=[C:4]([C:12]([NH:14][CH2:15][C:16]([O:18][CH2:19][CH3:20])=[O:17])=[O:13])[C:3]=1[OH:21].[CH3:22][C:23]1[N:24]=[C:25]([Sn](CCCC)(CCCC)CCCC)[S:26][CH:27]=1. (5) The reactants are Cl[CH2:2][C:3]1[C:4]([CH3:9])=[CH:5][CH:6]=[CH:7][CH:8]=1.[Na].[SH:11][C:12]1[CH:17]=[CH:16][CH:15]=[CH:14][N+:13]=1[O-:18]. No catalyst specified. The product is [CH3:9][C:4]1[CH:5]=[CH:6][CH:7]=[CH:8][C:3]=1[CH2:2][S:11][C:12]1[CH:17]=[CH:16][CH:15]=[CH:14][N+:13]=1[O-:18]. The yield is 0.850. (6) The product is [CH3:20][N:21]([CH3:31])[C:22]1[CH:23]=[C:24]([CH:28]=[CH:29][CH:30]=1)[C:25]([NH:14][C:12]1[S:13][C:9]([C:7]([CH:4]2[CH2:5][CH2:6][O:1][CH2:2][CH2:3]2)=[O:8])=[C:10]([C:15]2[O:16][CH:17]=[CH:18][CH:19]=2)[N:11]=1)=[O:26]. The yield is 0.410. The reactants are [O:1]1[CH2:6][CH2:5][CH:4]([C:7]([C:9]2[S:13][C:12]([NH2:14])=[N:11][C:10]=2[C:15]2[O:16][CH:17]=[CH:18][CH:19]=2)=[O:8])[CH2:3][CH2:2]1.[CH3:20][N:21]([CH3:31])[C:22]1[CH:23]=[C:24]([CH:28]=[CH:29][CH:30]=1)[C:25](O)=[O:26].CCN=C=NCCCN(C)C.Cl.O.ON1C2C=CC=CC=2N=N1. The catalyst is CN(C=O)C.O. (7) The reactants are [CH3:1][O:2][C:3]1[CH:4]=[C:5]2[C:10](=[CH:11][C:12]=1[O:13][CH3:14])[N:9]=[CH:8][CH:7]=[C:6]2[O:15][C:16]1[N:21]=[CH:20][C:19]([NH2:22])=[CH:18][CH:17]=1.[C:23]1([CH2:29][C:30]([N:32]=[C:33]=[S:34])=[O:31])[CH:28]=[CH:27][CH:26]=[CH:25][CH:24]=1. The catalyst is CCOC(C)=O.CO. The product is [CH3:1][O:2][C:3]1[CH:4]=[C:5]2[C:10](=[CH:11][C:12]=1[O:13][CH3:14])[N:9]=[CH:8][CH:7]=[C:6]2[O:15][C:16]1[N:21]=[CH:20][C:19]([NH:22][C:33]([NH:32][C:30](=[O:31])[CH2:29][C:23]2[CH:24]=[CH:25][CH:26]=[CH:27][CH:28]=2)=[S:34])=[CH:18][CH:17]=1. The yield is 0.297.